This data is from Catalyst prediction with 721,799 reactions and 888 catalyst types from USPTO. The task is: Predict which catalyst facilitates the given reaction. (1) Reactant: [H-].[Na+].[I-].[CH3:4][S+](C)(C)=O.[CH3:9][O:10][C:11]1[CH:12]=[C:13]2[C:17](=[CH:18][CH:19]=1)[NH:16][C:15](=[O:20])/[C:14]/2=[CH:21]/[C:22]1[CH:30]=[C:29]2[C:25]([C:26]([C:39]3[CH:40]=[N:41][C:42]([N:45]4[CH2:50][CH2:49][O:48][CH2:47][CH2:46]4)=[CH:43][CH:44]=3)=[N:27][N:28]2[CH2:31][O:32][CH2:33][CH2:34][Si:35]([CH3:38])([CH3:37])[CH3:36])=[CH:24][CH:23]=1. Product: [CH3:9][O:10][C:11]1[CH:12]=[C:13]2[C:17](=[CH:18][CH:19]=1)[NH:16][C:15](=[O:20])[C@:14]12[CH2:4][C@H:21]1[C:22]1[CH:30]=[C:29]2[C:25]([C:26]([C:39]3[CH:40]=[N:41][C:42]([N:45]4[CH2:46][CH2:47][O:48][CH2:49][CH2:50]4)=[CH:43][CH:44]=3)=[N:27][N:28]2[CH2:31][O:32][CH2:33][CH2:34][Si:35]([CH3:38])([CH3:36])[CH3:37])=[CH:24][CH:23]=1. The catalyst class is: 3. (2) Reactant: C(OC([N:8]1[CH2:15][CH2:14][CH:13]2[CH:10]([N:11]([C@@H:16]([C:18]3[CH:23]=[CH:22][CH:21]=[CH:20][CH:19]=3)[CH3:17])[CH2:12]2)[CH2:9]1)=O)(C)(C)C.FC(F)(F)C(O)=O. Product: [C:18]1([C@H:16]([N:11]2[CH:10]3[CH:13]([CH2:14][CH2:15][NH:8][CH2:9]3)[CH2:12]2)[CH3:17])[CH:23]=[CH:22][CH:21]=[CH:20][CH:19]=1. The catalyst class is: 2. (3) Reactant: Br[C:2]1[C:3](=[O:25])[O:4][C:5]2[C:10]([CH:11]=1)=[CH:9][CH:8]=[C:7]([CH:12]1[CH2:17][CH2:16][N:15]([C:18]([O:20][C:21]([CH3:24])([CH3:23])[CH3:22])=[O:19])[CH2:14][CH2:13]1)[CH:6]=2.[CH3:26][C:27]1[N:28]=[C:29]2[CH:34]=[CH:33][C:32](B(O)O)=[CH:31][N:30]2[CH:38]=1.ClCCl.C([O-])([O-])=O.[K+].[K+]. Product: [CH3:26][C:27]1[N:28]=[C:29]2[CH:34]=[CH:33][C:32]([C:2]3[C:3](=[O:25])[O:4][C:5]4[C:10]([CH:11]=3)=[CH:9][CH:8]=[C:7]([CH:12]3[CH2:13][CH2:14][N:15]([C:18]([O:20][C:21]([CH3:22])([CH3:23])[CH3:24])=[O:19])[CH2:16][CH2:17]3)[CH:6]=4)=[CH:31][N:30]2[CH:38]=1. The catalyst class is: 12. (4) Reactant: [CH:1]1([O:6][C:7]2[CH:8]=[C:9]([CH:13]=[CH:14][C:15]=2[O:16][CH3:17])[CH:10]=[N:11][OH:12])[CH2:5][CH2:4][CH2:3][CH2:2]1.[C:18](#[N:22])[C:19]([CH3:21])=[CH2:20].Cl[O-].[Na+]. Product: [CH:1]1([O:6][C:7]2[CH:8]=[C:9]([C:10]3[CH2:20][C:19]([CH3:21])([C:18]#[N:22])[O:12][N:11]=3)[CH:13]=[CH:14][C:15]=2[O:16][CH3:17])[CH2:2][CH2:3][CH2:4][CH2:5]1. The catalyst class is: 7.